Dataset: Reaction yield outcomes from USPTO patents with 853,638 reactions. Task: Predict the reaction yield, written as a fraction of the theoretical maximum amount of product (1.0 means a 100% yield; for example, 0.34 means a 34% yield). (1) The reactants are [OH:1][CH2:2][Si:3]([CH3:6])([CH3:5])[CH3:4].[C:7]([CH2:9][C:10](O)=[O:11])#[N:8]. The catalyst is C1(C)C=CC=CC=1.S(=O)(=O)(O)O. The product is [C:7]([CH2:9][C:10]([O:1][CH2:2][Si:3]([CH3:6])([CH3:5])[CH3:4])=[O:11])#[N:8]. The yield is 0.690. (2) The reactants are [Cl:1][S:2]([OH:5])(=O)=[O:3].[Br:6][C:7]1[S:8][CH:9]=[C:10]([Br:12])[N:11]=1. No catalyst specified. The product is [Br:6][C:7]1[S:8][C:9]([S:2]([Cl:1])(=[O:5])=[O:3])=[C:10]([Br:12])[N:11]=1. The yield is 0.560. (3) The reactants are [Si:1]([O:8][CH:9]([CH2:16][CH3:17])[CH2:10][CH:11](O)[C:12]([CH3:14])=[CH2:13])([C:4]([CH3:7])([CH3:6])[CH3:5])([CH3:3])[CH3:2].C(O)(=O)CC.[C:23](OCC)([O:28]CC)([O:25][CH2:26][CH3:27])[CH3:24]. No catalyst specified. The product is [Si:1]([O:8][CH:9]([CH2:16][CH3:17])[CH2:10]/[CH:11]=[C:12](\[CH3:14])/[CH2:13][CH2:24][C:23]([O:25][CH2:26][CH3:27])=[O:28])([C:4]([CH3:7])([CH3:6])[CH3:5])([CH3:3])[CH3:2]. The yield is 0.940.